Task: Predict which catalyst facilitates the given reaction.. Dataset: Catalyst prediction with 721,799 reactions and 888 catalyst types from USPTO Reactant: B(Br)(Br)Br.[Br:5][C:6]1[CH:32]=[CH:31][C:9]([CH2:10][N:11]2[C:15]3[CH:16]=[CH:17][C:18]([O:20]C)=[CH:19][C:14]=3[N:13]=[C:12]2[CH2:22][C:23]([CH3:30])([CH3:29])[C:24]([O:26][CH2:27][CH3:28])=[O:25])=[CH:8][CH:7]=1. Product: [Br:5][C:6]1[CH:7]=[CH:8][C:9]([CH2:10][N:11]2[C:15]3[CH:16]=[CH:17][C:18]([OH:20])=[CH:19][C:14]=3[N:13]=[C:12]2[CH2:22][C:23]([CH3:29])([CH3:30])[C:24]([O:26][CH2:27][CH3:28])=[O:25])=[CH:31][CH:32]=1. The catalyst class is: 2.